From a dataset of hERG potassium channel inhibition data for cardiac toxicity prediction from Karim et al.. Regression/Classification. Given a drug SMILES string, predict its toxicity properties. Task type varies by dataset: regression for continuous values (e.g., LD50, hERG inhibition percentage) or binary classification for toxic/non-toxic outcomes (e.g., AMES mutagenicity, cardiotoxicity, hepatotoxicity). Dataset: herg_karim. (1) The drug is FC(F)(F)c1ccc(Nc2ncnc3cc(-c4ncccc4C(F)(F)F)ccc23)cn1. The result is 1 (blocker). (2) The molecule is CCC1Oc2ccc(-c3cncnc3)cc2C2(COC(N)=N2)C12COC2. The result is 0 (non-blocker). (3) The compound is CC(C)=CCn1c(N2CCC[C@H](N)C2)nc2c1c(=O)n(CC(=O)c1ccccc1)c(=O)n2C. The result is 1 (blocker). (4) The molecule is COc1cc(Nc2ncc3c(=O)n(-c4c(Cl)cccc4Cl)ccc3n2)ccc1N1CCN(C)CC1. The result is 1 (blocker). (5) The drug is CC(C(O)c1ccc2c(c1)CN(C)C(=O)N2)N1CCC(O)(c2ccc(F)cc2)CC1. The result is 1 (blocker). (6) The molecule is c1csc(-c2ccc(OCCCN3CCCCC3)cc2)c1. The result is 1 (blocker). (7) The compound is O=C(c1ccc(Cl)cc1)N1CCC2(CCN(Cc3ccccc3Oc3ccccc3)CC2)CC1. The result is 1 (blocker). (8) The molecule is CN1CCC(c2nn(-c3cnc4[nH]cc(C(=O)NC(C)(C)CO)c4n3)c3ccccc23)CC1. The result is 0 (non-blocker). (9) The drug is FC(F)(F)c1cc(COCC2(c3ccccc3)CCNCC2)nc(N2CCCC2)c1. The result is 1 (blocker). (10) The drug is Cc1cc(Cl)ccc1OC1CCN(CC2CCN([C@@H](Cc3ccc(F)cc3)C(=O)O)CC2)CC1. The result is 0 (non-blocker).